From a dataset of Forward reaction prediction with 1.9M reactions from USPTO patents (1976-2016). Predict the product of the given reaction. (1) Given the reactants [CH2:1]([O:3][C:4]([C:6]1[N:7](C(=O)C(F)(F)F)[C:8]2[C:13]([C:14]=1[NH2:15])=[CH:12][C:11]([Cl:16])=[CH:10][CH:9]=2)=[O:5])[CH3:2].C(O)C.C(=O)([O-])[O-].[K+].[K+], predict the reaction product. The product is: [NH2:15][C:14]1[C:13]2[C:8](=[CH:9][CH:10]=[C:11]([Cl:16])[CH:12]=2)[NH:7][C:6]=1[C:4]([O:3][CH2:1][CH3:2])=[O:5]. (2) Given the reactants C([O:8][CH2:9][C:10]([N:12]1[CH2:17][CH2:16][CH:15]([C:18]2[CH:23]=[CH:22][C:21]([N:24]3[CH2:28][C@H:27]([CH2:29][NH:30][C:31](=[O:33])[CH3:32])[O:26][C:25]3=[O:34])=[CH:20][C:19]=2[F:35])[CH2:14][CH2:13]1)=[O:11])C1C=CC=CC=1, predict the reaction product. The product is: [OH:8][CH2:9][C:10]([N:12]1[CH2:13][CH2:14][CH:15]([C:18]2[CH:23]=[CH:22][C:21]([N:24]3[CH2:28][C@H:27]([CH2:29][NH:30][C:31](=[O:33])[CH3:32])[O:26][C:25]3=[O:34])=[CH:20][C:19]=2[F:35])[CH2:16][CH2:17]1)=[O:11]. (3) Given the reactants [NH2:1][C:2]1[N:24]=[CH:23][CH:22]=[CH:21][C:3]=1[C:4]([NH:6][CH2:7][C:8]1[S:9][C:10]([O:13][C:14]2[CH:19]=[CH:18][CH:17]=[C:16](Br)[CH:15]=2)=[CH:11][CH:12]=1)=[O:5].C(OCC)(=O)C.O.[CH3:32][N:33](C)C=O, predict the reaction product. The product is: [NH2:1][C:2]1[N:24]=[CH:23][CH:22]=[CH:21][C:3]=1[C:4]([NH:6][CH2:7][C:8]1[S:9][C:10]([O:13][C:14]2[CH:19]=[CH:18][CH:17]=[C:16]([C:32]#[N:33])[CH:15]=2)=[CH:11][CH:12]=1)=[O:5].